This data is from Catalyst prediction with 721,799 reactions and 888 catalyst types from USPTO. The task is: Predict which catalyst facilitates the given reaction. (1) Reactant: [Br:1][C:2]1[S:26][C:5]2[CH2:6][CH2:7][C:8]3[C:9]([C:21]([O:23]CC)=[O:22])=[N:10][N:11]([C:13]4[CH:18]=[CH:17][C:16]([Cl:19])=[CH:15][C:14]=4[Cl:20])[C:12]=3[C:4]=2[CH:3]=1.[OH-].[K+].Cl. Product: [Br:1][C:2]1[S:26][C:5]2[CH2:6][CH2:7][C:8]3[C:9]([C:21]([OH:23])=[O:22])=[N:10][N:11]([C:13]4[CH:18]=[CH:17][C:16]([Cl:19])=[CH:15][C:14]=4[Cl:20])[C:12]=3[C:4]=2[CH:3]=1. The catalyst class is: 5. (2) Reactant: [C:1]1([CH:7]2[CH2:11][NH:10][C:9](=[O:12])[NH:8]2)[CH:6]=[CH:5][CH:4]=[CH:3][CH:2]=1.CN[C@@H]1CCCC[C@H]1NC.I[C:24]1[CH:25]=[N:26][N:27]2[CH2:32][C@H:31]([CH3:33])[N:30]([C:34]([O:36][C:37]([CH3:40])([CH3:39])[CH3:38])=[O:35])[CH2:29][C:28]=12.[O-]P([O-])([O-])=O.[K+].[K+].[K+]. Product: [CH3:33][C@H:31]1[CH2:32][N:27]2[N:26]=[CH:25][C:24]([N:10]3[CH2:11][CH:7]([C:1]4[CH:2]=[CH:3][CH:4]=[CH:5][CH:6]=4)[NH:8][C:9]3=[O:12])=[C:28]2[CH2:29][N:30]1[C:34]([O:36][C:37]([CH3:38])([CH3:40])[CH3:39])=[O:35]. The catalyst class is: 185. (3) Reactant: [CH3:1]N(C=O)C.[CH2:6]([O:13][CH2:14]/[CH:15]=[C:16](\[CH3:33])/[C@@H:17]([NH:23][C:24]1[CH:29]=[CH:28][CH:27]=[CH:26][C:25]=1[N+:30]([O-:32])=[O:31])[C@@H:18]([CH3:22])/[CH:19]=[CH:20]/[I:21])[C:7]1[CH:12]=[CH:11][CH:10]=[CH:9][CH:8]=1.C(=O)([O-])[O-].[K+].[K+].CI. Product: [CH2:6]([O:13][CH2:14]/[CH:15]=[C:16](\[CH3:33])/[C@@H:17]([N:23]([CH3:1])[C:24]1[CH:29]=[CH:28][CH:27]=[CH:26][C:25]=1[N+:30]([O-:32])=[O:31])[C@@H:18]([CH3:22])/[CH:19]=[CH:20]/[I:21])[C:7]1[CH:12]=[CH:11][CH:10]=[CH:9][CH:8]=1. The catalyst class is: 6. (4) Reactant: [O:1]=[C:2]1[N:11]([CH2:12][CH2:13][CH2:14][NH:15][CH2:16][CH2:17][CH2:18][CH2:19][NH:20][CH2:21][CH2:22][CH2:23][NH:24][C:25](=[O:33])[C:26]2[CH:31]=[CH:30][C:29]([OH:32])=[CH:28][CH:27]=2)[C:10](=[O:34])[C:9]2[C:4](=[CH:5][CH:6]=[CH:7][CH:8]=2)[NH:3]1.[C:35](OC(=O)C)(=[O:37])[CH3:36]. Product: [C:35]([N:20]([CH2:19][CH2:18][CH2:17][CH2:16][NH:15][CH2:14][CH2:13][CH2:12][N:11]1[C:10](=[O:34])[C:9]2[C:4](=[CH:5][CH:6]=[CH:7][CH:8]=2)[NH:3][C:2]1=[O:1])[CH2:21][CH2:22][CH2:23][NH:24][C:25](=[O:33])[C:26]1[CH:31]=[CH:30][C:29]([OH:32])=[CH:28][CH:27]=1)(=[O:37])[CH3:36]. The catalyst class is: 17. (5) Reactant: [CH2:1]([N:3]1[C:11]2[C:6](=[CH:7][CH:8]=[CH:9][C:10]=2[S:12][C:13]2[CH:18]=[CH:17][C:16](/[CH:19]=[CH:20]/[C:21]([N:23]3[CH2:28][CH2:27][N:26]([C:29](=[O:31])[CH3:30])[CH2:25][CH2:24]3)=[O:22])=[CH:15][C:14]=2[Cl:32])[CH:5]=[CH:4]1)C.[NH:33]1C2C(=CC=CC=2)C=[CH:34]1.[C:42](O)(C(F)(F)F)=O. Product: [CH3:1][N:3]([CH2:4][C:5]1[C:6]2[C:7](=[CH:8][CH:9]=[C:10]([S:12][C:13]3[CH:18]=[CH:17][C:16](/[CH:19]=[CH:20]/[C:21]([N:23]4[CH2:24][CH2:25][N:26]([C:29](=[O:31])[CH3:30])[CH2:27][CH2:28]4)=[O:22])=[CH:15][C:14]=3[Cl:32])[CH:11]=2)[NH:33][CH:34]=1)[CH3:42]. The catalyst class is: 5.